From a dataset of Full USPTO retrosynthesis dataset with 1.9M reactions from patents (1976-2016). Predict the reactants needed to synthesize the given product. (1) Given the product [CH:25]([N:24]1[C:20]([C:18]2[N:19]=[C:12]3[C:11]4[CH:29]=[N:30][C:8]([NH2:7])=[CH:9][C:10]=4[O:16][CH2:15][CH2:14][N:13]3[CH:17]=2)=[N:21][C:22]([CH3:28])=[N:23]1)([CH3:27])[CH3:26], predict the reactants needed to synthesize it. The reactants are: COC1C=C(C=CC=1OC)C[NH:7][C:8]1[N:30]=[CH:29][C:11]2[C:12]3[N:13]([CH:17]=[C:18]([C:20]4[N:24]([CH:25]([CH3:27])[CH3:26])[N:23]=[C:22]([CH3:28])[N:21]=4)[N:19]=3)[CH2:14][CH2:15][O:16][C:10]=2[CH:9]=1. (2) Given the product [CH3:1][O:2][C:3]1[CH:4]=[C:5]([N:9]2[CH2:14][CH2:13][CH2:12][CH2:11]2)[CH:6]=[CH:7][CH:8]=1, predict the reactants needed to synthesize it. The reactants are: [CH3:1][O:2][C:3]1[CH:4]=[C:5]([NH2:9])[CH:6]=[CH:7][CH:8]=1.Br[CH2:11][CH2:12][CH2:13][CH2:14]Br.C(N(C(C)C)CC)(C)C. (3) Given the product [CH2:33]([N:32]1[CH2:31][CH2:30][NH:29][C:27]1=[O:28])[CH:38]=[CH2:37], predict the reactants needed to synthesize it. The reactants are: C(Cl)(Cl)=S.COC1C=C2C(=CC=1OC)N=CC=C2OC1C=CC(N[C:27]([NH:29][CH2:30][CH2:31][NH:32][C:33]2[CH:38]=[CH:37]C=CC=2)=[O:28])=CC=1F.CCN(C(C)C)C(C)C.CO.